From a dataset of NCI-60 drug combinations with 297,098 pairs across 59 cell lines. Regression. Given two drug SMILES strings and cell line genomic features, predict the synergy score measuring deviation from expected non-interaction effect. (1) Drug 1: C1C(C(OC1N2C=C(C(=O)NC2=O)F)CO)O. Drug 2: CCCCC(=O)OCC(=O)C1(CC(C2=C(C1)C(=C3C(=C2O)C(=O)C4=C(C3=O)C=CC=C4OC)O)OC5CC(C(C(O5)C)O)NC(=O)C(F)(F)F)O. Cell line: BT-549. Synergy scores: CSS=23.1, Synergy_ZIP=-5.16, Synergy_Bliss=-4.49, Synergy_Loewe=-2.63, Synergy_HSA=-1.38. (2) Drug 1: C1CNP(=O)(OC1)N(CCCl)CCCl. Drug 2: C1CN(P(=O)(OC1)NCCCl)CCCl. Cell line: KM12. Synergy scores: CSS=-25.7, Synergy_ZIP=10.4, Synergy_Bliss=0.849, Synergy_Loewe=-23.3, Synergy_HSA=-21.4. (3) Drug 1: CC1C(C(CC(O1)OC2CC(OC(C2O)C)OC3=CC4=CC5=C(C(=O)C(C(C5)C(C(=O)C(C(C)O)O)OC)OC6CC(C(C(O6)C)O)OC7CC(C(C(O7)C)O)OC8CC(C(C(O8)C)O)(C)O)C(=C4C(=C3C)O)O)O)O. Synergy scores: CSS=24.0, Synergy_ZIP=-1.99, Synergy_Bliss=0.316, Synergy_Loewe=-5.35, Synergy_HSA=1.43. Cell line: MCF7. Drug 2: CCC1(C2=C(COC1=O)C(=O)N3CC4=CC5=C(C=CC(=C5CN(C)C)O)N=C4C3=C2)O.Cl. (4) Drug 1: CCC1(CC2CC(C3=C(CCN(C2)C1)C4=CC=CC=C4N3)(C5=C(C=C6C(=C5)C78CCN9C7C(C=CC9)(C(C(C8N6C)(C(=O)OC)O)OC(=O)C)CC)OC)C(=O)OC)O.OS(=O)(=O)O. Drug 2: CC1C(C(CC(O1)OC2CC(CC3=C2C(=C4C(=C3O)C(=O)C5=CC=CC=C5C4=O)O)(C(=O)C)O)N)O. Cell line: HCT-15. Synergy scores: CSS=42.6, Synergy_ZIP=3.94, Synergy_Bliss=4.21, Synergy_Loewe=5.41, Synergy_HSA=6.40.